Dataset: NCI-60 drug combinations with 297,098 pairs across 59 cell lines. Task: Regression. Given two drug SMILES strings and cell line genomic features, predict the synergy score measuring deviation from expected non-interaction effect. Drug 1: CC1=C(C(=CC=C1)Cl)NC(=O)C2=CN=C(S2)NC3=CC(=NC(=N3)C)N4CCN(CC4)CCO. Drug 2: CC1CCC2CC(C(=CC=CC=CC(CC(C(=O)C(C(C(=CC(C(=O)CC(OC(=O)C3CCCCN3C(=O)C(=O)C1(O2)O)C(C)CC4CCC(C(C4)OC)OCCO)C)C)O)OC)C)C)C)OC. Cell line: SK-MEL-28. Synergy scores: CSS=3.83, Synergy_ZIP=-4.88, Synergy_Bliss=-6.47, Synergy_Loewe=-4.55, Synergy_HSA=-4.41.